From a dataset of Catalyst prediction with 721,799 reactions and 888 catalyst types from USPTO. Predict which catalyst facilitates the given reaction. (1) Reactant: [C:1]([C:4]1[CH:21]=[CH:20][C:7]2[CH2:8][CH2:9][N:10]([C:13]([O:15][C:16]([CH3:19])([CH3:18])[CH3:17])=[O:14])[CH2:11][CH2:12][C:6]=2[CH:5]=1)(=O)[CH3:2].Cl.[NH2:23][OH:24]. Product: [C:16]([O:15][C:13]([N:10]1[CH2:11][CH2:12][C:6]2[CH:5]=[C:4]([C:1](=[N:23][OH:24])[CH3:2])[CH:21]=[CH:20][C:7]=2[CH2:8][CH2:9]1)=[O:14])([CH3:19])([CH3:18])[CH3:17]. The catalyst class is: 17. (2) Reactant: [CH2:1]([N:8]1[C@@H:13]2[C@H:14]([C:16]3[NH:20][N:19]=[N:18][N:17]=3)[CH2:15][C@@:9]1([C:37]1[CH:42]=[CH:41][CH:40]=[CH:39][CH:38]=1)[C@H:10]([O:21][CH2:22][C:23]1[CH:28]=[C:27]([C:29]([F:32])([F:31])[F:30])[CH:26]=[C:25]([C:33]([F:36])([F:35])[F:34])[CH:24]=1)[CH2:11][CH2:12]2)[C:2]1[CH:7]=[CH:6][CH:5]=[CH:4][CH:3]=1.CI.[C:45](=O)([O-])[O-].[K+].[K+]. Product: [CH2:1]([N:8]1[C@@H:13]2[C@H:14]([C:16]3[N:20]=[N:19][N:18]([CH3:45])[N:17]=3)[CH2:15][C@@:9]1([C:37]1[CH:42]=[CH:41][CH:40]=[CH:39][CH:38]=1)[C@H:10]([O:21][CH2:22][C:23]1[CH:24]=[C:25]([C:33]([F:36])([F:35])[F:34])[CH:26]=[C:27]([C:29]([F:30])([F:31])[F:32])[CH:28]=1)[CH2:11][CH2:12]2)[C:2]1[CH:7]=[CH:6][CH:5]=[CH:4][CH:3]=1. The catalyst class is: 10. (3) Reactant: [CH2:1]([O:8][C:9]1[C:10](=[O:17])[C:11]([Cl:16])=[C:12]([CH3:15])[NH:13][CH:14]=1)[C:2]1[CH:7]=[CH:6][CH:5]=[CH:4][CH:3]=1.[C:18](=O)([O-])[O-].[K+].[K+].IC.C(OCC)(=O)C. Product: [CH2:1]([O:8][C:9]1[C:10](=[O:17])[C:11]([Cl:16])=[C:12]([CH3:15])[N:13]([CH3:18])[CH:14]=1)[C:2]1[CH:3]=[CH:4][CH:5]=[CH:6][CH:7]=1. The catalyst class is: 18. (4) Product: [F:27][C:24]1[CH:25]=[CH:26][C:21]([CH:19]([CH3:20])[C:18]([NH:17]/[N:16]=[C:9]2\[C:10](=[O:15])[NH:11][C:12]3[C:8]\2=[CH:7][C:6]([NH:5][C:3](=[O:4])[CH2:2][N:33]2[CH2:34][CH2:35][CH2:30][CH2:31][CH2:32]2)=[CH:14][CH:13]=3)=[O:28])=[CH:22][CH:23]=1. Reactant: Cl[CH2:2][C:3]([NH:5][C:6]1[CH:7]=[C:8]2[C:12](=[CH:13][CH:14]=1)[NH:11][C:10](=[O:15])[C:9]2=[N:16][NH:17][C:18](=[O:28])[CH:19]([C:21]1[CH:26]=[CH:25][C:24]([F:27])=[CH:23][CH:22]=1)[CH3:20])=[O:4].O[CH:30]1[CH2:35][CH2:34][NH:33][CH2:32][CH2:31]1.C(N(CC)CC)C. The catalyst class is: 9.